From a dataset of Reaction yield outcomes from USPTO patents with 853,638 reactions. Predict the reaction yield, written as a fraction of the theoretical maximum amount of product (1.0 means a 100% yield; for example, 0.34 means a 34% yield). (1) The catalyst is CN(C=O)C. The reactants are [CH2:1]([O:3][C:4]([N:6]1[CH2:11][CH2:10][N:9]([C:12]([CH:14]([NH:23][C:24]([C:26]2[CH:35]=[C:34]([O:36][CH3:37])[C:33]3[C:28](=[CH:29][CH:30]=[CH:31][CH:32]=3)[N:27]=2)=[O:25])[CH2:15][C:16]2[CH:21]=[CH:20][CH:19]=[CH:18][C:17]=2[OH:22])=[O:13])[CH2:8][CH2:7]1)=[O:5])[CH3:2].Br[CH2:39][C:40]([O:42][CH2:43][CH3:44])=[O:41]. The yield is 0.600. The product is [CH2:1]([O:3][C:4]([N:6]1[CH2:7][CH2:8][N:9]([C:12]([CH:14]([NH:23][C:24]([C:26]2[CH:35]=[C:34]([O:36][CH3:37])[C:33]3[C:28](=[CH:29][CH:30]=[CH:31][CH:32]=3)[N:27]=2)=[O:25])[CH2:15][C:16]2[CH:21]=[CH:20][CH:19]=[CH:18][C:17]=2[O:22][CH2:39][C:40]([O:42][CH2:43][CH3:44])=[O:41])=[O:13])[CH2:10][CH2:11]1)=[O:5])[CH3:2]. (2) The reactants are [NH2:1][C:2]1[C:7]([Br:8])=[N:6][C:5]([Br:9])=[CH:4][N:3]=1.[Cl:10][CH2:11][C:12](O[C:12](=[O:13])[CH2:11][Cl:10])=[O:13]. The catalyst is C(#N)C.C(OCC)(=O)C. The product is [Cl:10][CH2:11][C:12]([NH:1][C:2]1[C:7]([Br:8])=[N:6][C:5]([Br:9])=[CH:4][N:3]=1)=[O:13]. The yield is 0.720. (3) The reactants are Cl[C:2]12[C:20](=[O:21])[C:19]3[C:14](=[CH:15][CH:16]=[CH:17][CH:18]=3)[C:3]1([OH:22])[O:4][C:5]1[C:10]2=[CH:9][CH:8]=[C:7]([CH:11]([CH3:13])[CH3:12])[CH:6]=1.[NH3:23].C(O)(C)C. The catalyst is O1CCCC1. The product is [NH2:23][C:2]12[C:20](=[O:21])[C:19]3[C:14](=[CH:15][CH:16]=[CH:17][CH:18]=3)[C:3]1([OH:22])[O:4][C:5]1[C:10]2=[CH:9][CH:8]=[C:7]([CH:11]([CH3:13])[CH3:12])[CH:6]=1. The yield is 0.800. (4) No catalyst specified. The reactants are Cl[CH2:2][C:3]([N:5]1[C:14]2[C:9](=[CH:10][CH:11]=[CH:12][C:13]=2[CH3:15])[CH2:8][CH2:7][CH2:6]1)=[O:4].[Cl:16][C:17]1[CH:18]=[CH:19][C:20]2[S:24][C:23]([SH:25])=[N:22][C:21]=2[CH:26]=1. The product is [Cl:16][C:17]1[CH:18]=[CH:19][C:20]2[S:24][C:23]([S:25][CH2:2][C:3]([N:5]3[C:14]4[C:9](=[CH:10][CH:11]=[CH:12][C:13]=4[CH3:15])[CH2:8][CH2:7][CH2:6]3)=[O:4])=[N:22][C:21]=2[CH:26]=1. The yield is 0.560. (5) The reactants are C(NC(C)C)(C)C.C([Li])CCC.[I:13][C:14]1[CH:19]=[CH:18][C:17]([CH2:20][C:21]([OH:23])=[O:22])=[CH:16][CH:15]=1.I[CH2:25][CH:26]1[CH2:30][CH2:29][CH2:28][CH2:27]1. The catalyst is O1CCCC1.CN1CCCN(C)C1=O. The product is [CH:26]1([CH2:25][CH:20]([C:17]2[CH:16]=[CH:15][C:14]([I:13])=[CH:19][CH:18]=2)[C:21]([OH:23])=[O:22])[CH2:30][CH2:29][CH2:28][CH2:27]1. The yield is 0.578. (6) The reactants are [NH:1]1[C:9]2[C:4](=[CH:5][C:6]([CH2:10][CH2:11][CH2:12][C:13]3[CH:22]=[CH:21][C:20]4[C:15](=[N:16][CH:17]=[CH:18][CH:19]=4)[N:14]=3)=[CH:7][CH:8]=2)[CH:3]=[CH:2]1.[H-].[Na+].[CH2:25]([O:27][C:28](=[O:35])[CH2:29][CH:30](Br)[CH2:31][CH2:32][CH3:33])[CH3:26]. The catalyst is CN(C=O)C. The product is [CH2:25]([O:27][C:28](=[O:35])[CH2:29][CH:30]([N:1]1[C:9]2[C:4](=[CH:5][C:6]([CH2:10][CH2:11][CH2:12][C:13]3[CH:22]=[CH:21][C:20]4[C:15](=[N:16][CH:17]=[CH:18][CH:19]=4)[N:14]=3)=[CH:7][CH:8]=2)[CH:3]=[CH:2]1)[CH2:31][CH2:32][CH3:33])[CH3:26]. The yield is 0.170. (7) The reactants are [F:1][C:2]1[C:10]([NH:11][S:12]([C:15]2[CH:20]=[CH:19][CH:18]=[CH:17][CH:16]=2)(=[O:14])=[O:13])=[CH:9][CH:8]=[C:7]([F:21])[C:3]=1C(O)=O.C([N:24](CC)CC)C.C1(P(N=[N+]=[N-])(C2C=CC=CC=2)=O)C=CC=CC=1. The catalyst is CN(C=O)C.O. The product is [NH2:24][C:3]1[C:2]([F:1])=[C:10]([NH:11][S:12]([C:15]2[CH:20]=[CH:19][CH:18]=[CH:17][CH:16]=2)(=[O:14])=[O:13])[CH:9]=[CH:8][C:7]=1[F:21]. The yield is 0.356.